From a dataset of Reaction yield outcomes from USPTO patents with 853,638 reactions. Predict the reaction yield, written as a fraction of the theoretical maximum amount of product (1.0 means a 100% yield; for example, 0.34 means a 34% yield). (1) The reactants are [C:1]([C:5]1C=CC(C(NC2C=CC(C3C=C4C(CN([C@@H](C(C)C)C(O)=O)C4=O)=CC=3)=NC=2)=O)=[CH:7][CH:6]=1)(C)(C)[CH3:2].C([C:41]1[CH:74]=[CH:73][C:44]([C:45]([NH:47][C:48]2[CH:53]=[CH:52][C:51]([C:54]3[CH:62]=[C:61]4[C:57]([CH2:58][N:59]([C@@H:64]([CH:69]([CH3:71])[CH3:70])[C:65]([O:67]C)=[O:66])[C:60]4=[O:63])=[CH:56][CH:55]=3)=[CH:50][C:49]=2[F:72])=[O:46])=[CH:43][CH:42]=1)(C)(C)C. No catalyst specified. The product is [F:72][C:49]1[CH:50]=[C:51]([C:54]2[CH:62]=[C:61]3[C:57]([CH2:58][N:59]([C@@H:64]([CH:69]([CH3:70])[CH3:71])[C:65]([OH:67])=[O:66])[C:60]3=[O:63])=[CH:56][CH:55]=2)[CH:52]=[CH:53][C:48]=1[NH:47][C:45](=[O:46])[C:44]1[CH:73]=[CH:74][C:41]([CH2:2][CH2:1][CH2:5][CH2:6][CH3:7])=[CH:42][CH:43]=1. The yield is 0.830. (2) The reactants are Br[C:2]1[CH:3]=[C:4]([C:8]([O:10][CH3:11])=[O:9])[NH:5][C:6]=1Br.C([Sn](CCCC)(CCCC)[CH2:17][O:18][CH2:19][Sn](CCCC)(CCCC)CCCC)CCC.CC(C1C=C(C(C)C)C(C2C=CC=CC=2P(C2CCCCC2)C2CCCCC2)=C(C(C)C)C=1)C. The catalyst is C1C=CC(/C=C/C(/C=C/C2C=CC=CC=2)=O)=CC=1.C1C=CC(/C=C/C(/C=C/C2C=CC=CC=2)=O)=CC=1.C1C=CC(/C=C/C(/C=C/C2C=CC=CC=2)=O)=CC=1.[Pd].[Pd].O1CCOCC1. The product is [NH:5]1[C:4]([C:8]([O:10][CH3:11])=[O:9])=[CH:3][C:2]2[CH2:17][O:18][CH2:19][C:6]1=2. The yield is 0.170. (3) The reactants are [F:1][C:2]([F:14])([F:13])[O:3][C:4]1[CH:12]=[CH:11][C:7]([C:8](Cl)=[O:9])=[CH:6][CH:5]=1.[NH2:15][C:16]([CH3:30])([CH2:19][N:20]1[N:24]=[C:23]2[CH:25]=[CH:26][C:27]([Cl:29])=[CH:28][C:22]2=[N:21]1)[C:17]#[N:18]. The catalyst is C(Cl)Cl. The product is [Cl:29][C:27]1[CH:26]=[CH:25][C:23]2=[N:24][N:20]([CH2:19][C:16]([NH:15][C:8](=[O:9])[C:7]3[CH:11]=[CH:12][C:4]([O:3][C:2]([F:14])([F:13])[F:1])=[CH:5][CH:6]=3)([C:17]#[N:18])[CH3:30])[N:21]=[C:22]2[CH:28]=1. The yield is 0.540. (4) The reactants are [F:1][C:2]([F:21])([C:15]1[CH:20]=[CH:19][CH:18]=[CH:17][CH:16]=1)[CH2:3][O:4][C:5]1[CH:10]=[CH:9][C:8]([CH2:11][C:12]([CH3:14])=[O:13])=[CH:7][CH:6]=1.[CH3:22][Mg]Br. The catalyst is CCOCC. The product is [F:1][C:2]([F:21])([C:15]1[CH:20]=[CH:19][CH:18]=[CH:17][CH:16]=1)[CH2:3][O:4][C:5]1[CH:6]=[CH:7][C:8]([CH2:11][C:12]([CH3:22])([OH:13])[CH3:14])=[CH:9][CH:10]=1. The yield is 0.660.